Dataset: Reaction yield outcomes from USPTO patents with 853,638 reactions. Task: Predict the reaction yield, written as a fraction of the theoretical maximum amount of product (1.0 means a 100% yield; for example, 0.34 means a 34% yield). (1) The reactants are [BH4-].[Na+].[Cl:3][C:4]1[CH:5]=[C:6](/[C:12](/[C:20]2[NH:25][C:24](=[O:26])[C:23]([CH:27]3[CH2:29][CH2:28]3)=[CH:22][CH:21]=2)=[CH:13]\[C@H:14]2[CH2:18][CH2:17][C:16](=[O:19])[CH2:15]2)[CH:7]=[CH:8][C:9]=1[S:10][CH3:11].Cl. The catalyst is C(O)C.O1CCCC1. The product is [Cl:3][C:4]1[CH:5]=[C:6](/[C:12](/[C:20]2[NH:25][C:24](=[O:26])[C:23]([CH:27]3[CH2:29][CH2:28]3)=[CH:22][CH:21]=2)=[CH:13]\[C@H:14]2[CH2:18][CH2:17][CH:16]([OH:19])[CH2:15]2)[CH:7]=[CH:8][C:9]=1[S:10][CH3:11]. The yield is 0.600. (2) The reactants are [NH2:1][C:2]1[C:3]([OH:9])=[N:4][CH:5]=[C:6]([Cl:8])[N:7]=1.Br[CH2:11][CH2:12]Br.C([O-])([O-])=O.[K+].[K+]. The catalyst is CC#N. The product is [Cl:8][C:6]1[CH:5]=[N:4][C:3]2[O:9][CH2:11][CH2:12][NH:1][C:2]=2[N:7]=1. The yield is 0.750. (3) The reactants are [CH:1]1([CH:4]=O)[CH2:3][CH2:2]1.N1CCCCC1.[NH2:12][C:13]1[N:18]=[CH:17][N:16]=[C:15]2[N:19]([CH2:37][C@H:38]3[CH2:42][CH2:41][CH2:40][N:39]3[C:43](=[O:47])[CH2:44][C:45]#[N:46])[N:20]=[C:21]([C:22]3[CH:27]=[CH:26][C:25]([O:28][C:29]4[CH:34]=[C:33]([F:35])[CH:32]=[C:31]([F:36])[CH:30]=4)=[CH:24][CH:23]=3)[C:14]=12. The catalyst is CO. The product is [NH2:12][C:13]1[N:18]=[CH:17][N:16]=[C:15]2[N:19]([CH2:37][C@H:38]3[CH2:42][CH2:41][CH2:40][N:39]3[C:43]([C:44](=[CH:4][CH:1]3[CH2:2][CH2:3]3)[C:45]#[N:46])=[O:47])[N:20]=[C:21]([C:22]3[CH:27]=[CH:26][C:25]([O:28][C:29]4[CH:30]=[C:31]([F:36])[CH:32]=[C:33]([F:35])[CH:34]=4)=[CH:24][CH:23]=3)[C:14]=12. The yield is 0.450. (4) The reactants are [CH:1]1([C:4]2[CH:5]=[C:6]([CH:16]=[CH:17][C:18]=2[F:19])[CH2:7][NH:8]C(=O)OC(C)(C)C)[CH2:3][CH2:2]1.FC(F)(F)C(O)=O.[ClH:27]. The catalyst is C(Cl)Cl.CCOCC. The product is [ClH:27].[CH:1]1([C:4]2[CH:5]=[C:6]([CH2:7][NH2:8])[CH:16]=[CH:17][C:18]=2[F:19])[CH2:3][CH2:2]1. The yield is 0.920. (5) The reactants are [NH2:1][CH2:2][C:3]1([C:14]2[CH:19]=[CH:18][CH:17]=[CH:16][C:15]=2[CH3:20])[CH2:8][CH2:7][N:6]([C:9]([O:11][CH2:12][CH3:13])=[O:10])[CH2:5][CH2:4]1.Cl[C:22]([O:24][CH2:25][CH3:26])=[O:23].C(N(CC)CC)C.O. The catalyst is ClCCl. The product is [CH2:12]([O:11][C:9]([N:6]1[CH2:7][CH2:8][C:3]([CH:2]([C:22]([O:24][CH2:25][CH3:26])=[O:23])[NH2:1])([C:14]2[CH:19]=[CH:18][CH:17]=[CH:16][C:15]=2[CH3:20])[CH2:4][CH2:5]1)=[O:10])[CH3:13]. The yield is 0.510. (6) The reactants are Br[C:2]1[S:10][C:9]2[C:8](=[O:11])[NH:7][C:6]([CH3:13])([CH3:12])[NH:5][C:4]=2[CH:3]=1.[NH:14]1[CH:18]=[C:17](B2OC(C)(C)C(C)(C)O2)[CH:16]=[N:15]1.C(=O)([O-])[O-].[Na+].[Na+].COCCOC. The catalyst is O. The product is [CH3:12][C:6]1([CH3:13])[NH:5][C:4]2[CH:3]=[C:2]([C:17]3[CH:18]=[N:14][NH:15][CH:16]=3)[S:10][C:9]=2[C:8](=[O:11])[NH:7]1. The yield is 0.260.